From a dataset of Forward reaction prediction with 1.9M reactions from USPTO patents (1976-2016). Predict the product of the given reaction. (1) The product is: [N:20]1([C:26]([C:28]2[CH:33]=[CH:32][C:31]([O:4][C:1](=[O:3])[N:10]([CH3:11])[C@H:9]3[CH2:8][NH:7][C:6]3=[O:5])=[CH:30][CH:29]=2)=[O:27])[CH2:21][CH2:22][CH2:23][CH2:24][CH2:25]1. Given the reactants [C:1]([O-:4])(=[O:3])C.[O:5]=[C:6]1[C@@H:9]([NH3+:10])[CH2:8][NH:7]1.[CH3:11]CN(C(C)C)C(C)C.[N:20]1([C:26]([C:28]2[CH:33]=[CH:32][C:31](C3C=CN(C([O-])=O)C(=O)C=3C)=[CH:30][CH:29]=2)=[O:27])[CH2:25][CH2:24][CH2:23][CH2:22][CH2:21]1, predict the reaction product. (2) The product is: [F:21][C:17]1[CH:16]=[C:15]2[C:20](=[CH:19][CH:18]=1)[NH:12][CH:13]=[C:14]2[S:22]([C:25]1[CH:30]=[CH:29][C:28]([CH:31]2[CH2:35][CH2:34][N:33]([CH3:36])[CH2:32]2)=[C:27]([CH3:37])[CH:26]=1)(=[O:23])=[O:24]. Given the reactants [OH-].[Na+].C1(S([N:12]2[C:20]3[C:15](=[CH:16][C:17]([F:21])=[CH:18][CH:19]=3)[C:14]([S:22]([C:25]3[CH:30]=[CH:29][C:28]([CH:31]4[CH2:35][CH2:34][N:33]([CH3:36])[CH2:32]4)=[C:27]([CH3:37])[CH:26]=3)(=[O:24])=[O:23])=[CH:13]2)(=O)=O)C=CC=CC=1, predict the reaction product. (3) Given the reactants [NH2:1][C:2]1[N:7]=[CH:6][C:5](Br)=[CH:4][N:3]=1.[F:9][C:10]1[CH:15]=[CH:14][CH:13]=[CH:12][C:11]=1B(O)O.C(=O)([O-])[O-].[Na+].[Na+].OS(O)(=O)=O, predict the reaction product. The product is: [NH2:1][C:2]1[N:7]=[CH:6][C:5]([C:11]2[CH:12]=[CH:13][CH:14]=[CH:15][C:10]=2[F:9])=[CH:4][N:3]=1. (4) Given the reactants [CH3:1][C@@:2]12[CH:10]([C:11]([C:13]([O-:15])=[O:14])=[CH2:12])[CH2:9][C@H:5]([C:6]1([CH3:8])[CH3:7])[CH2:4][CH2:3]2.[C:16]([O:20][CH3:21])(=[O:19])[CH:17]=[CH2:18].C(O)(=O)C=C.CCCCCCCCCC(C)C.C(C(CCCC)C(OOC(C)(CCC(OOC(=O)C(CC)CCCC)(C)C)C)=O)C, predict the reaction product. The product is: [CH3:1][C@@:2]12[CH:10]([C:11]([C:13]([O-:15])=[O:14])=[CH2:12])[CH2:9][C@H:5]([C:6]1([CH3:7])[CH3:8])[CH2:4][CH2:3]2.[C:16]([OH:20])(=[O:19])[CH:17]=[CH2:18].[C:16]([O:20][CH3:21])(=[O:19])[CH:17]=[CH2:18].